Dataset: Peptide-MHC class II binding affinity with 134,281 pairs from IEDB. Task: Regression. Given a peptide amino acid sequence and an MHC pseudo amino acid sequence, predict their binding affinity value. This is MHC class II binding data. (1) The peptide sequence is KVPPGPNITATYGDK. The MHC is HLA-DPA10201-DPB10101 with pseudo-sequence HLA-DPA10201-DPB10101. The binding affinity (normalized) is 0. (2) The peptide sequence is MMIHTLEALDYKECE. The MHC is HLA-DQA10501-DQB10302 with pseudo-sequence HLA-DQA10501-DQB10302. The binding affinity (normalized) is 0.448. (3) The peptide sequence is SIYGAKFADENFIKK. The MHC is HLA-DQA10401-DQB10402 with pseudo-sequence HLA-DQA10401-DQB10402. The binding affinity (normalized) is 0.171. (4) The peptide sequence is LSSTGSSCLFVLILF. The MHC is DRB1_0901 with pseudo-sequence DRB1_0901. The binding affinity (normalized) is 0.401. (5) The peptide sequence is GELQIVDKIDAACKI. The MHC is DRB3_0101 with pseudo-sequence DRB3_0101. The binding affinity (normalized) is 0.485.